Dataset: Forward reaction prediction with 1.9M reactions from USPTO patents (1976-2016). Task: Predict the product of the given reaction. (1) Given the reactants [Cl:1][C:2]1[CH:10]=[CH:9][C:5]([C:6]([OH:8])=O)=[C:4]([F:11])[CH:3]=1.[C:12]([NH2:16])([CH3:15])([CH3:14])[CH3:13].C1C=CC2N(O)N=NC=2C=1.CCN=C=NCCCN(C)C.Cl, predict the reaction product. The product is: [C:12]([NH:16][C:6](=[O:8])[C:5]1[CH:9]=[CH:10][C:2]([Cl:1])=[CH:3][C:4]=1[F:11])([CH3:15])([CH3:14])[CH3:13]. (2) Given the reactants [CH3:1][O:2][C:3]1[CH:8]=[CH:7][C:6]([NH:9][CH:10]=[C:11]([C:17]([O:19]CC)=O)[C:12]([O:14][CH2:15][CH3:16])=[O:13])=[CH:5][CH:4]=1.ClS([N:26]=[C:27]=[O:28])(=O)=O, predict the reaction product. The product is: [CH3:1][O:2][C:3]1[CH:4]=[CH:5][C:6]([N:9]2[CH:10]=[C:11]([C:12]([O:14][CH2:15][CH3:16])=[O:13])[C:17](=[O:19])[NH:26][C:27]2=[O:28])=[CH:7][CH:8]=1. (3) Given the reactants [OH:1][N:2]=[C:3]([C:9]1[N:13]([CH3:14])[CH:12]=[N:11][CH:10]=1)[C:4]1[CH:8]=[CH:7][S:6][CH:5]=1.Cl.Cl[CH2:17][C:18]1[N:19]=[C:20]([NH2:23])[S:21][CH:22]=1.C(=O)([O-])[O-].[Cs+].[Cs+].[I-].[K+], predict the reaction product. The product is: [CH3:14][N:13]1[C:9]([C:3](=[N:2][O:1][CH2:17][C:18]2[N:19]=[C:20]([NH2:23])[S:21][CH:22]=2)[C:4]2[CH:8]=[CH:7][S:6][CH:5]=2)=[CH:10][N:11]=[CH:12]1. (4) Given the reactants C([Zn][CH2:4][CH3:5])C.[CH2:6]([O:8][C:9]([C:11]1[S:12][C:13](S(C)(=O)=O)=[C:14]([C:23]#[N:24])[C:15]=1[C:16]1[CH:21]=[CH:20][C:19]([I:22])=[CH:18][CH:17]=1)=[O:10])[CH3:7], predict the reaction product. The product is: [CH2:6]([O:8][C:9]([C:11]1[S:12][C:13]([CH2:4][CH3:5])=[C:14]([C:23]#[N:24])[C:15]=1[C:16]1[CH:21]=[CH:20][C:19]([I:22])=[CH:18][CH:17]=1)=[O:10])[CH3:7]. (5) Given the reactants [NH2:1][C@@H:2]([CH:27]1[CH2:32][CH2:31][C:30]([F:34])([F:33])[CH2:29][CH2:28]1)[C:3]([N:5]1[C@H:10]([C:11]([NH:13][C@H:14]2[C:23]3[C:18](=[CH:19][CH:20]=[CH:21][CH:22]=3)[O:17][CH2:16][CH2:15]2)=[O:12])[CH2:9][N:8]2[CH2:24][CH2:25][CH2:26][C@@H:7]2[CH2:6]1)=[O:4].C(O[C:40]([N:42](C)[C@H:43]([C:45](O)=[O:46])[CH3:44])=O)(C)(C)C.F[P-](F)(F)(F)(F)F.N1(OC(N(C)C)=[N+](C)C)C2C=CC=CC=2N=N1.C(N(CC)C(C)C)(C)C.C(OCC)(=O)C.Cl, predict the reaction product. The product is: [F:34][C:30]1([F:33])[CH2:31][CH2:32][CH:27]([C@H:2]([NH:1][C:45](=[O:46])[C@H:43]([CH3:44])[NH:42][CH3:40])[C:3]([N:5]2[C@H:10]([C:11]([NH:13][C@H:14]3[C:23]4[C:18](=[CH:19][CH:20]=[CH:21][CH:22]=4)[O:17][CH2:16][CH2:15]3)=[O:12])[CH2:9][N:8]3[CH2:24][CH2:25][CH2:26][C@@H:7]3[CH2:6]2)=[O:4])[CH2:28][CH2:29]1. (6) Given the reactants [F:1][C:2]1[C:3]([CH:20]=[CH2:21])=[CH:4][C:5]([O:18][CH3:19])=[C:6]([CH:17]=1)[O:7][C:8]1[C:9]([N+:14]([O-])=O)=[N:10][CH:11]=[CH:12][CH:13]=1.C1COCC1, predict the reaction product. The product is: [CH2:20]([C:3]1[C:2]([F:1])=[CH:17][C:6]([O:7][C:8]2[C:9]([NH2:14])=[N:10][CH:11]=[CH:12][CH:13]=2)=[C:5]([O:18][CH3:19])[CH:4]=1)[CH3:21].